From a dataset of Full USPTO retrosynthesis dataset with 1.9M reactions from patents (1976-2016). Predict the reactants needed to synthesize the given product. (1) The reactants are: [Cl-:1].[CH3:2][N+:3]([CH3:14])([CH3:13])[CH2:4][CH2:5][CH2:6][NH:7][C:8](=[O:12])[C:9]([CH3:11])=[CH2:10].[CH:15]([NH:18][C:19](=[O:22])[CH:20]=[CH2:21])([CH3:17])[CH3:16].[OH:23][CH2:24][CH2:25][O:26][C:27](=[O:31])[C:28]([CH3:30])=[CH2:29]. Given the product [CH3:11][C:9]([C:8]([NH:7][CH2:6][CH2:5][CH2:4][N+:3]([CH3:14])([CH3:2])[CH3:13])=[O:12])=[CH2:10].[Cl-:1].[CH:15]([NH:18][C:19](=[O:22])[CH:20]=[CH2:21])([CH3:17])[CH3:16].[CH3:30][C:28]([C:27]([O:26][CH2:25][CH2:24][OH:23])=[O:31])=[CH2:29], predict the reactants needed to synthesize it. (2) The reactants are: O=C1N(CC(OC(C)(C)C)=O)C2C=CC=CC=2N1.C([O:23][C:24](=[O:43])[CH2:25][N:26]1[C:30]2[CH:31]=[C:32]([CH3:36])[CH:33]=[C:34]([CH3:35])[C:29]=2[N:28]([CH2:37][C:38]([O:40][CH3:41])=[O:39])[C:27]1=[O:42])(C)(C)C. Given the product [CH3:41][O:40][C:38](=[O:39])[CH2:37][N:28]1[C:29]2[C:34]([CH3:35])=[CH:33][C:32]([CH3:36])=[CH:31][C:30]=2[N:26]([CH2:25][C:24]([OH:43])=[O:23])[C:27]1=[O:42], predict the reactants needed to synthesize it. (3) Given the product [C:19]([NH:23][S:24]([C:27]1[CH:28]=[N:29][CH:30]=[C:31]([C:2]2[C:11]3[C:6](=[C:7]([C:12]4[CH:17]=[CH:16][CH:15]=[CH:14][CH:13]=4)[CH:8]=[CH:9][CH:10]=3)[C:5]([Cl:18])=[N:4][N:3]=2)[CH:32]=1)(=[O:26])=[O:25])([CH3:22])([CH3:20])[CH3:21], predict the reactants needed to synthesize it. The reactants are: Cl[C:2]1[C:11]2[C:6](=[C:7]([C:12]3[CH:17]=[CH:16][CH:15]=[CH:14][CH:13]=3)[CH:8]=[CH:9][CH:10]=2)[C:5]([Cl:18])=[N:4][N:3]=1.[C:19]([NH:23][S:24]([C:27]1[CH:28]=[N:29][CH:30]=[C:31](B2OC(C)(C)C(C)(C)O2)[CH:32]=1)(=[O:26])=[O:25])([CH3:22])([CH3:21])[CH3:20].[O-]P([O-])([O-])=O.[K+].[K+].[K+].